Task: Predict the product of the given reaction.. Dataset: Forward reaction prediction with 1.9M reactions from USPTO patents (1976-2016) (1) Given the reactants [F:1][C:2]1[CH:7]=[CH:6][C:5]([NH:8][C:9]2[C:10]3[C:17]([CH3:18])=[C:16]([C:19]([OH:21])=O)[S:15][C:11]=3[N:12]=[CH:13][N:14]=2)=[C:4]([O:22][C@H:23]2[CH2:28][CH2:27][CH2:26][C@@H:25]([O:29][CH3:30])[CH2:24]2)[CH:3]=1.[NH3:31], predict the reaction product. The product is: [F:1][C:2]1[CH:7]=[CH:6][C:5]([NH:8][C:9]2[C:10]3[C:17]([CH3:18])=[C:16]([C:19]([NH2:31])=[O:21])[S:15][C:11]=3[N:12]=[CH:13][N:14]=2)=[C:4]([O:22][C@H:23]2[CH2:28][CH2:27][CH2:26][C@@H:25]([O:29][CH3:30])[CH2:24]2)[CH:3]=1. (2) Given the reactants [C:1]([C:3]1[C:4]([O:13][CH:14](C)[C:15](F)(F)F)=[N:5][CH:6]=[C:7]([CH:12]=1)[C:8]([O:10]C)=[O:9])#[N:2].[OH-].[Na+], predict the reaction product. The product is: [C:1]([C:3]1[C:4]([O:13][CH2:14][CH3:15])=[N:5][CH:6]=[C:7]([CH:12]=1)[C:8]([OH:10])=[O:9])#[N:2].